This data is from Reaction yield outcomes from USPTO patents with 853,638 reactions. The task is: Predict the reaction yield, written as a fraction of the theoretical maximum amount of product (1.0 means a 100% yield; for example, 0.34 means a 34% yield). (1) The reactants are [Cl:1][C:2]1[CH:7]=[CH:6][C:5]([CH:8]2[S:14][CH:13]([CH2:15][C:16]([O:18][CH2:19][CH3:20])=[O:17])[C:12]([CH3:21])=[N:11][C:10]3[N:22]([CH3:26])[N:23]=[C:24]([CH3:25])[C:9]2=3)=[C:4]([CH3:27])[CH:3]=1.[BH4-].[Na+].[NH4+].[Cl-]. The catalyst is CO. The product is [Cl:1][C:2]1[CH:7]=[CH:6][C:5]([C@H:8]2[S:14][C@@H:13]([CH2:15][C:16]([O:18][CH2:19][CH3:20])=[O:17])[C@@H:12]([CH3:21])[NH:11][C:10]3[N:22]([CH3:26])[N:23]=[C:24]([CH3:25])[C:9]2=3)=[C:4]([CH3:27])[CH:3]=1.[Cl:1][C:2]1[CH:7]=[CH:6][C:5]([C@@H:8]2[S:14][C@@H:13]([CH2:15][C:16]([O:18][CH2:19][CH3:20])=[O:17])[C@@H:12]([CH3:21])[NH:11][C:10]3[N:22]([CH3:26])[N:23]=[C:24]([CH3:25])[C:9]2=3)=[C:4]([CH3:27])[CH:3]=1. The yield is 0.190. (2) The reactants are [NH2:1][C:2]1[CH:9]=[CH:8][C:7]([CH:10]([CH3:12])[CH3:11])=[CH:6][C:3]=1[C:4]#[N:5].F[C:14]1[CH:19]=[C:18]([F:20])[CH:17]=[CH:16][C:15]=1[N+:21]([O-:23])=[O:22].[OH-].[Li+].C(OCC)(=O)C. The catalyst is CS(C)=O. The product is [F:20][C:18]1[CH:17]=[CH:16][C:15]([N+:21]([O-:23])=[O:22])=[C:14]([NH:1][C:2]2[CH:9]=[CH:8][C:7]([CH:10]([CH3:12])[CH3:11])=[CH:6][C:3]=2[C:4]#[N:5])[CH:19]=1. The yield is 0.160. (3) The reactants are Cl[C:2]1[N:3]=[C:4]([CH3:12])[C:5]([C:8]([O:10][CH3:11])=[O:9])=[N:6][CH:7]=1.[CH2:13]([OH:16])[C:14]#[CH:15].C(=O)([O-])[O-].[K+].[K+]. The catalyst is CN(C=O)C. The product is [CH3:12][C:4]1[C:5]([C:8]([O:10][CH3:11])=[O:9])=[N:6][CH:7]=[C:2]([O:16][CH2:13][C:14]#[CH:15])[N:3]=1. The yield is 0.970. (4) The reactants are O=O.C(NC(C)C)(C)C.C([Li])CCC.CN1CCCN(C)C1=O.[CH3:24][C:25]1[CH:37]=[CH:36][C:28]([C:29]([O:31][C:32]([CH3:35])([CH3:34])[CH3:33])=[O:30])=[CH:27][CH:26]=1.Cl[C:39]([O:41][CH3:42])=[O:40].[Cl-].[NH4+]. The catalyst is C1COCC1.O. The product is [CH3:42][O:41][C:39](=[O:40])[CH2:24][C:25]1[CH:37]=[CH:36][C:28]([C:29]([O:31][C:32]([CH3:34])([CH3:33])[CH3:35])=[O:30])=[CH:27][CH:26]=1. The yield is 0.400. (5) The reactants are [C:1]1([CH:7]([CH3:11])[C:8]([OH:10])=O)[CH:6]=[CH:5][CH:4]=[CH:3][CH:2]=1.S(Cl)(Cl)=O.[NH2:16][C:17]1[CH:22]=[CH:21][C:20]([N:23]2[C:29](=[O:30])[CH2:28][C:27](=[O:31])[NH:26][C:25]3[C:32]4[C:37]([CH:38]=[CH:39][C:24]2=3)=[CH:36][CH:35]=[CH:34][CH:33]=4)=[CH:19][CH:18]=1. No catalyst specified. The product is [C:1]1([CH:7]([CH3:11])[C:8]([NH:16][C:17]2[CH:22]=[CH:21][C:20]([N:23]3[C:29](=[O:30])[CH2:28][C:27](=[O:31])[NH:26][C:25]4[C:32]5[C:37]([CH:38]=[CH:39][C:24]3=4)=[CH:36][CH:35]=[CH:34][CH:33]=5)=[CH:19][CH:18]=2)=[O:10])[CH:2]=[CH:3][CH:4]=[CH:5][CH:6]=1. The yield is 0.220.